From a dataset of NCI-60 drug combinations with 297,098 pairs across 59 cell lines. Regression. Given two drug SMILES strings and cell line genomic features, predict the synergy score measuring deviation from expected non-interaction effect. (1) Drug 1: CCC(=C(C1=CC=CC=C1)C2=CC=C(C=C2)OCCN(C)C)C3=CC=CC=C3.C(C(=O)O)C(CC(=O)O)(C(=O)O)O. Drug 2: C1=CC=C(C(=C1)C(C2=CC=C(C=C2)Cl)C(Cl)Cl)Cl. Cell line: K-562. Synergy scores: CSS=24.7, Synergy_ZIP=1.39, Synergy_Bliss=0.293, Synergy_Loewe=-5.53, Synergy_HSA=-2.44. (2) Drug 1: CC1C(C(CC(O1)OC2CC(CC3=C2C(=C4C(=C3O)C(=O)C5=C(C4=O)C(=CC=C5)OC)O)(C(=O)C)O)N)O.Cl. Drug 2: CC=C1C(=O)NC(C(=O)OC2CC(=O)NC(C(=O)NC(CSSCCC=C2)C(=O)N1)C(C)C)C(C)C. Cell line: SF-268. Synergy scores: CSS=73.6, Synergy_ZIP=0.384, Synergy_Bliss=1.96, Synergy_Loewe=-8.18, Synergy_HSA=1.59. (3) Drug 1: CC1C(C(=O)NC(C(=O)N2CCCC2C(=O)N(CC(=O)N(C(C(=O)O1)C(C)C)C)C)C(C)C)NC(=O)C3=C4C(=C(C=C3)C)OC5=C(C(=O)C(=C(C5=N4)C(=O)NC6C(OC(=O)C(N(C(=O)CN(C(=O)C7CCCN7C(=O)C(NC6=O)C(C)C)C)C)C(C)C)C)N)C. Drug 2: C1=NNC2=C1C(=O)NC=N2. Cell line: SW-620. Synergy scores: CSS=1.73, Synergy_ZIP=0.246, Synergy_Bliss=-1.39, Synergy_Loewe=-45.2, Synergy_HSA=-2.91. (4) Drug 1: C1C(C(OC1N2C=NC3=C(N=C(N=C32)Cl)N)CO)O. Drug 2: C(CCl)NC(=O)N(CCCl)N=O. Cell line: SF-295. Synergy scores: CSS=12.0, Synergy_ZIP=-3.55, Synergy_Bliss=-1.88, Synergy_Loewe=-4.70, Synergy_HSA=-2.90. (5) Drug 1: CC1=C2C(C(=O)C3(C(CC4C(C3C(C(C2(C)C)(CC1OC(=O)C(C(C5=CC=CC=C5)NC(=O)OC(C)(C)C)O)O)OC(=O)C6=CC=CC=C6)(CO4)OC(=O)C)OC)C)OC. Drug 2: CCN(CC)CCCC(C)NC1=C2C=C(C=CC2=NC3=C1C=CC(=C3)Cl)OC. Cell line: CCRF-CEM. Synergy scores: CSS=61.5, Synergy_ZIP=-4.19, Synergy_Bliss=-10.5, Synergy_Loewe=-33.7, Synergy_HSA=-8.86. (6) Drug 2: CC(C)NC(=O)C1=CC=C(C=C1)CNNC.Cl. Cell line: NCI-H460. Synergy scores: CSS=52.9, Synergy_ZIP=1.88, Synergy_Bliss=2.53, Synergy_Loewe=-36.2, Synergy_HSA=0.328. Drug 1: CCC1=CC2CC(C3=C(CN(C2)C1)C4=CC=CC=C4N3)(C5=C(C=C6C(=C5)C78CCN9C7C(C=CC9)(C(C(C8N6C)(C(=O)OC)O)OC(=O)C)CC)OC)C(=O)OC.C(C(C(=O)O)O)(C(=O)O)O. (7) Synergy scores: CSS=0.974, Synergy_ZIP=-7.02, Synergy_Bliss=-12.8, Synergy_Loewe=-15.6, Synergy_HSA=-14.8. Drug 1: CC1=C(C(=O)C2=C(C1=O)N3CC4C(C3(C2COC(=O)N)OC)N4)N. Drug 2: C(CCl)NC(=O)N(CCCl)N=O. Cell line: MOLT-4.